From a dataset of Full USPTO retrosynthesis dataset with 1.9M reactions from patents (1976-2016). Predict the reactants needed to synthesize the given product. (1) Given the product [CH2:24]([C:19]([NH:18][C:14]([C:12]1[CH:11]=[CH:10][C:9]([CH3:17])=[C:8]([C:4]2[CH:5]=[CH:6][CH:7]=[C:2]([Cl:1])[CH:3]=2)[N:13]=1)=[O:16])([C:20](=[O:21])[NH:22][CH3:23])[CH2:26][CH3:27])[CH3:25], predict the reactants needed to synthesize it. The reactants are: [Cl:1][C:2]1[CH:3]=[C:4]([C:8]2[N:13]=[C:12]([C:14]([OH:16])=O)[CH:11]=[CH:10][C:9]=2[CH3:17])[CH:5]=[CH:6][CH:7]=1.[NH2:18][C:19]([CH2:26][CH3:27])([CH2:24][CH3:25])[C:20]([NH:22][CH3:23])=[O:21]. (2) The reactants are: Br[C:2]1[CH:7]=[CH:6][CH:5]=[C:4]([O:8][CH2:9][CH2:10][CH2:11][Cl:12])[CH:3]=1.[B:13]1([B:13]2[O:17][C:16]([CH3:19])([CH3:18])[C:15]([CH3:21])([CH3:20])[O:14]2)[O:17][C:16]([CH3:19])([CH3:18])[C:15]([CH3:21])([CH3:20])[O:14]1.C([O-])(=O)C.[K+]. Given the product [Cl:12][CH2:11][CH2:10][CH2:9][O:8][C:4]1[CH:3]=[C:2]([B:13]2[O:17][C:16]([CH3:19])([CH3:18])[C:15]([CH3:21])([CH3:20])[O:14]2)[CH:7]=[CH:6][CH:5]=1, predict the reactants needed to synthesize it. (3) Given the product [C:16]1([S:19]([CH3:20])=[O:2])[CH:17]=[CH:18][CH:13]=[CH:14][CH:15]=1, predict the reactants needed to synthesize it. The reactants are: I(C1C=CC=CC=1C(O)=O)(=O)=[O:2].[C:13]1(C)[CH:18]=[CH:17][C:16]([S:19][C:20]2C=CC(C)=CC=2)=[CH:15][CH:14]=1. (4) Given the product [CH3:12][NH:11][S:8]([C:4]1[CH:5]=[CH:6][CH:7]=[C:2]([B:13]2[O:17][C:16]([CH3:19])([CH3:18])[C:15]([CH3:21])([CH3:20])[O:14]2)[CH:3]=1)(=[O:10])=[O:9], predict the reactants needed to synthesize it. The reactants are: Br[C:2]1[CH:3]=[C:4]([S:8]([NH:11][CH3:12])(=[O:10])=[O:9])[CH:5]=[CH:6][CH:7]=1.[B:13]1([B:13]2[O:17][C:16]([CH3:19])([CH3:18])[C:15]([CH3:21])([CH3:20])[O:14]2)[O:17][C:16]([CH3:19])([CH3:18])[C:15]([CH3:21])([CH3:20])[O:14]1.CC([O-])=O.[K+]. (5) The reactants are: [CH3:1][O:2][C:3]1[CH:4]=[C:5]([CH:8]=[CH:9][CH:10]=1)[CH2:6][NH2:7].C1CN([P+](ON2N=NC3C=CC=CC2=3)(N2CCCC2)N2CCCC2)CC1.F[P-](F)(F)(F)(F)F.[C:44]([C:47]1[CH:55]=[CH:54][C:50]([C:51](O)=[O:52])=[CH:49][CH:48]=1)(=[O:46])[CH3:45].CN1CCOCC1.C(O)(C(F)(F)F)=O. Given the product [C:44]([C:47]1[CH:55]=[CH:54][C:50]([C:51]([NH:7][CH2:6][C:5]2[CH:8]=[CH:9][CH:10]=[C:3]([O:2][CH3:1])[CH:4]=2)=[O:52])=[CH:49][CH:48]=1)(=[O:46])[CH3:45], predict the reactants needed to synthesize it. (6) Given the product [Br:15][C:3]1[N:4]2[CH:9]=[CH:8][N:7]=[CH:6][C:5]2=[N:1][CH:2]=1, predict the reactants needed to synthesize it. The reactants are: [N:1]1[CH:2]=[CH:3][N:4]2[CH:9]=[CH:8][N:7]=[CH:6][C:5]=12.C([O-])(=O)C.[Na+].[Br:15]Br. (7) The reactants are: [C:1]([O:7][CH2:8][CH3:9])(=[O:6])[CH2:2][C:3]([CH3:5])=O.[Cl:10][C:11]1[CH:18]=[CH:17][CH:16]=[C:15]([Cl:19])[C:12]=1[CH:13]=O.[NH4+:20].[OH-:21]. Given the product [Cl:10][C:11]1[CH:18]=[CH:17][CH:16]=[C:15]([Cl:19])[C:12]=1[CH:13]1[C:2]([C:1]([O:7][CH2:8][CH3:9])=[O:6])=[C:3]([CH3:5])[NH:20][C:3]([CH3:5])=[C:2]1[C:1]([O:7][CH2:8][CH3:9])=[O:21], predict the reactants needed to synthesize it. (8) Given the product [Cl:16][C:15]1[N:14]=[C:21]([Cl:22])[N:20]=[C:18]([C:1]2[CH:6]=[CH:5][CH:4]=[CH:3][CH:2]=2)[N:17]=1, predict the reactants needed to synthesize it. The reactants are: [C:1]1([Mg]Br)[CH:6]=[CH:5][CH:4]=[CH:3][CH:2]=1.CCOCC.[N:14]1[C:21]([Cl:22])=[N:20][C:18](Cl)=[N:17][C:15]=1[Cl:16]. (9) Given the product [F:2][C:3]1[CH:4]=[CH:5][C:6]([CH:9]=[C:45]2[CH2:46][CH2:41][CH2:42][N:43]([C:47]([O:49][C:50]([CH3:53])([CH3:52])[CH3:51])=[O:48])[CH2:44]2)=[CH:7][CH:8]=1, predict the reactants needed to synthesize it. The reactants are: [Cl-].[F:2][C:3]1[CH:8]=[CH:7][C:6]([CH2:9][P+](C2C=CC=CC=2)(C2C=CC=CC=2)C2C=CC=CC=2)=[CH:5][CH:4]=1.C([Li])CCC.CCCCCC.O=[C:41]1[CH2:46][CH2:45][CH2:44][N:43]([C:47]([O:49][C:50]([CH3:53])([CH3:52])[CH3:51])=[O:48])[CH2:42]1. (10) Given the product [NH2:7][C:8]1[CH:13]=[CH:12][C:11]([O:14][CH2:16][C:17]#[N:18])=[CH:10][CH:9]=1, predict the reactants needed to synthesize it. The reactants are: C([O-])([O-])=O.[Cs+].[Cs+].[NH2:7][C:8]1[CH:13]=[CH:12][C:11]([OH:14])=[CH:10][CH:9]=1.Br[CH2:16][C:17]#[N:18].